The task is: Regression. Given two drug SMILES strings and cell line genomic features, predict the synergy score measuring deviation from expected non-interaction effect.. This data is from NCI-60 drug combinations with 297,098 pairs across 59 cell lines. (1) Drug 1: C1CC(=O)NC(=O)C1N2CC3=C(C2=O)C=CC=C3N. Drug 2: C1CNP(=O)(OC1)N(CCCl)CCCl. Cell line: SF-295. Synergy scores: CSS=5.16, Synergy_ZIP=-0.215, Synergy_Bliss=3.29, Synergy_Loewe=1.67, Synergy_HSA=2.32. (2) Drug 2: C1C(C(OC1N2C=NC(=NC2=O)N)CO)O. Cell line: SF-539. Drug 1: CC1C(C(CC(O1)OC2CC(CC3=C2C(=C4C(=C3O)C(=O)C5=C(C4=O)C(=CC=C5)OC)O)(C(=O)CO)O)N)O.Cl. Synergy scores: CSS=-10.6, Synergy_ZIP=4.51, Synergy_Bliss=-7.16, Synergy_Loewe=-22.0, Synergy_HSA=-20.4. (3) Drug 1: CC1CCC2CC(C(=CC=CC=CC(CC(C(=O)C(C(C(=CC(C(=O)CC(OC(=O)C3CCCCN3C(=O)C(=O)C1(O2)O)C(C)CC4CCC(C(C4)OC)O)C)C)O)OC)C)C)C)OC. Drug 2: CS(=O)(=O)CCNCC1=CC=C(O1)C2=CC3=C(C=C2)N=CN=C3NC4=CC(=C(C=C4)OCC5=CC(=CC=C5)F)Cl. Cell line: HOP-62. Synergy scores: CSS=17.7, Synergy_ZIP=-1.41, Synergy_Bliss=-0.202, Synergy_Loewe=2.56, Synergy_HSA=3.28. (4) Drug 1: C1=C(C(=O)NC(=O)N1)N(CCCl)CCCl. Drug 2: CC1=C2C(C(=O)C3(C(CC4C(C3C(C(C2(C)C)(CC1OC(=O)C(C(C5=CC=CC=C5)NC(=O)OC(C)(C)C)O)O)OC(=O)C6=CC=CC=C6)(CO4)OC(=O)C)O)C)O. Cell line: M14. Synergy scores: CSS=24.2, Synergy_ZIP=-5.85, Synergy_Bliss=-7.13, Synergy_Loewe=-18.5, Synergy_HSA=-6.17. (5) Drug 1: CC1C(C(=O)NC(C(=O)N2CCCC2C(=O)N(CC(=O)N(C(C(=O)O1)C(C)C)C)C)C(C)C)NC(=O)C3=C4C(=C(C=C3)C)OC5=C(C(=O)C(=C(C5=N4)C(=O)NC6C(OC(=O)C(N(C(=O)CN(C(=O)C7CCCN7C(=O)C(NC6=O)C(C)C)C)C)C(C)C)C)N)C. Drug 2: CCCCC(=O)OCC(=O)C1(CC(C2=C(C1)C(=C3C(=C2O)C(=O)C4=C(C3=O)C=CC=C4OC)O)OC5CC(C(C(O5)C)O)NC(=O)C(F)(F)F)O. Cell line: ACHN. Synergy scores: CSS=65.7, Synergy_ZIP=3.57, Synergy_Bliss=3.75, Synergy_Loewe=-9.27, Synergy_HSA=4.72. (6) Drug 1: COC1=CC(=CC(=C1O)OC)C2C3C(COC3=O)C(C4=CC5=C(C=C24)OCO5)OC6C(C(C7C(O6)COC(O7)C8=CC=CS8)O)O. Drug 2: C1CC(C1)(C(=O)O)C(=O)O.[NH2-].[NH2-].[Pt+2]. Cell line: SK-MEL-2. Synergy scores: CSS=60.5, Synergy_ZIP=-4.62, Synergy_Bliss=-2.41, Synergy_Loewe=-23.3, Synergy_HSA=1.21.